This data is from CYP2D6 inhibition data for predicting drug metabolism from PubChem BioAssay. The task is: Regression/Classification. Given a drug SMILES string, predict its absorption, distribution, metabolism, or excretion properties. Task type varies by dataset: regression for continuous measurements (e.g., permeability, clearance, half-life) or binary classification for categorical outcomes (e.g., BBB penetration, CYP inhibition). Dataset: cyp2d6_veith. (1) The molecule is CCCCNc1cc(=O)n(C)c(=O)n1C. The result is 0 (non-inhibitor). (2) The compound is CNC[C@H](O)c1cccc(O)c1. The result is 0 (non-inhibitor). (3) The compound is CCCc1nnc(NC(=O)C(CC)OC(=O)c2cc(C)nc3ccccc23)s1. The result is 0 (non-inhibitor). (4) The molecule is COc1ccccc1-c1cc(-n2ccnc2)ncn1. The result is 1 (inhibitor). (5) The molecule is COc1cccc(NC(=O)COC(=O)c2c3c(nc4ccccc24)CCC(C)C3)c1. The result is 1 (inhibitor). (6) The compound is COc1cccc(C2=NOC(C(=O)Nc3cccnc3)C2)c1. The result is 1 (inhibitor). (7) The drug is COc1cccc(Cn2c(=O)c(C)nc3cnc(Nc4cccc(OC)c4)nc32)c1. The result is 0 (non-inhibitor). (8) The drug is CC(=O)Nc1c(C(=O)N2CCOCC2)cnn1-c1ccc(C)c(C)c1. The result is 0 (non-inhibitor). (9) The compound is COC(=O)C/C=C\[C@@H](C)[C@@H](/C=N\O[C@@H](C)CN1CCCCc2nc(C)c(C)cc21)NS(=O)(=O)c1ccc(C)cc1. The result is 0 (non-inhibitor).